From a dataset of NCI-60 drug combinations with 297,098 pairs across 59 cell lines. Regression. Given two drug SMILES strings and cell line genomic features, predict the synergy score measuring deviation from expected non-interaction effect. (1) Drug 1: C1=CC=C(C=C1)NC(=O)CCCCCCC(=O)NO. Drug 2: CC1CCCC2(C(O2)CC(NC(=O)CC(C(C(=O)C(C1O)C)(C)C)O)C(=CC3=CSC(=N3)C)C)C. Cell line: NCI-H522. Synergy scores: CSS=59.5, Synergy_ZIP=6.47, Synergy_Bliss=5.82, Synergy_Loewe=-5.36, Synergy_HSA=5.63. (2) Drug 1: C1=CC(=CC=C1CCC2=CNC3=C2C(=O)NC(=N3)N)C(=O)NC(CCC(=O)O)C(=O)O. Drug 2: COC1=NC(=NC2=C1N=CN2C3C(C(C(O3)CO)O)O)N. Cell line: SK-MEL-5. Synergy scores: CSS=2.71, Synergy_ZIP=1.69, Synergy_Bliss=4.19, Synergy_Loewe=-7.08, Synergy_HSA=-0.592. (3) Drug 1: CCCCCOC(=O)NC1=NC(=O)N(C=C1F)C2C(C(C(O2)C)O)O. Drug 2: C(CCl)NC(=O)N(CCCl)N=O. Cell line: RXF 393. Synergy scores: CSS=-1.66, Synergy_ZIP=0.258, Synergy_Bliss=-2.71, Synergy_Loewe=-7.10, Synergy_HSA=-6.01. (4) Drug 1: CN(C)N=NC1=C(NC=N1)C(=O)N. Drug 2: CN1C2=C(C=C(C=C2)N(CCCl)CCCl)N=C1CCCC(=O)O.Cl. Cell line: HS 578T. Synergy scores: CSS=2.60, Synergy_ZIP=-1.54, Synergy_Bliss=3.66, Synergy_Loewe=-2.04, Synergy_HSA=2.19. (5) Drug 1: CC1=C(C=C(C=C1)NC2=NC=CC(=N2)N(C)C3=CC4=NN(C(=C4C=C3)C)C)S(=O)(=O)N.Cl. Drug 2: COC1=C(C=C2C(=C1)N=CN=C2NC3=CC(=C(C=C3)F)Cl)OCCCN4CCOCC4. Cell line: M14. Synergy scores: CSS=21.1, Synergy_ZIP=13.0, Synergy_Bliss=13.1, Synergy_Loewe=6.20, Synergy_HSA=10.0. (6) Drug 1: C1CCC(C1)C(CC#N)N2C=C(C=N2)C3=C4C=CNC4=NC=N3. Drug 2: CC(C)NC(=O)C1=CC=C(C=C1)CNNC.Cl. Cell line: TK-10. Synergy scores: CSS=9.54, Synergy_ZIP=1.87, Synergy_Bliss=2.01, Synergy_Loewe=-3.90, Synergy_HSA=-0.151. (7) Drug 1: C1=CC=C(C(=C1)C(C2=CC=C(C=C2)Cl)C(Cl)Cl)Cl. Cell line: BT-549. Synergy scores: CSS=1.51, Synergy_ZIP=0.385, Synergy_Bliss=1.10, Synergy_Loewe=-0.154, Synergy_HSA=0.797. Drug 2: C1=CN(C=N1)CC(O)(P(=O)(O)O)P(=O)(O)O. (8) Drug 1: CC1=C2C(C(=O)C3(C(CC4C(C3C(C(C2(C)C)(CC1OC(=O)C(C(C5=CC=CC=C5)NC(=O)OC(C)(C)C)O)O)OC(=O)C6=CC=CC=C6)(CO4)OC(=O)C)OC)C)OC. Drug 2: CCC1(CC2CC(C3=C(CCN(C2)C1)C4=CC=CC=C4N3)(C5=C(C=C6C(=C5)C78CCN9C7C(C=CC9)(C(C(C8N6C=O)(C(=O)OC)O)OC(=O)C)CC)OC)C(=O)OC)O.OS(=O)(=O)O. Cell line: HS 578T. Synergy scores: CSS=70.2, Synergy_ZIP=6.26, Synergy_Bliss=6.82, Synergy_Loewe=6.07, Synergy_HSA=9.30.